This data is from Full USPTO retrosynthesis dataset with 1.9M reactions from patents (1976-2016). The task is: Predict the reactants needed to synthesize the given product. (1) Given the product [CH3:1][C@H:2]([C@@:10]([OH:25])([C:17]1[CH:18]=[CH:19][C:20]([F:24])=[CH:21][C:22]=1[F:23])[CH2:11][N:12]1[N:16]=[CH:15][N:14]=[CH:13]1)[C:3]1[N:8]=[CH:7][N:6]=[CH:5][C:4]=1[F:9], predict the reactants needed to synthesize it. The reactants are: [CH3:1][C@H:2]([C@@:10]([OH:25])([C:17]1[CH:18]=[CH:19][C:20]([F:24])=[CH:21][C:22]=1[F:23])[CH2:11][N:12]1[N:16]=[CH:15][N:14]=[CH:13]1)[C:3]1[N:8]=[CH:7][N:6]=[CH:5][C:4]=1[F:9].[C@@]12(CS([O-])(=O)=O)C(C)(C)C(CC1)CC2=O.C(N(CC)CC)C. (2) Given the product [Br:1][C:2]1[N:7]2[C:8]([CH3:14])=[N:9][C:10]([NH:11][C:17](=[O:18])[C:16]([F:27])([F:26])[F:15])=[C:6]2[CH:5]=[CH:4][CH:3]=1, predict the reactants needed to synthesize it. The reactants are: [Br:1][C:2]1[N:7]2[C:8]([CH3:14])=[N:9][C:10]([N+:11]([O-])=O)=[C:6]2[CH:5]=[CH:4][CH:3]=1.[F:15][C:16]([F:27])([F:26])[C:17](O[C:17](=[O:18])[C:16]([F:27])([F:26])[F:15])=[O:18]. (3) Given the product [Br:1][C:2]1[CH:3]=[C:4]2[C:5](=[CH:6][C:7]=1[O:8][CH3:9])[CH:17]([C:16]([O:15][CH3:13])=[O:22])[O:12][CH2:11][CH2:10]2, predict the reactants needed to synthesize it. The reactants are: [Br:1][C:2]1[CH:3]=[C:4]([CH2:10][CH2:11][OH:12])[CH:5]=[CH:6][C:7]=1[O:8][CH3:9].[CH2:13]([O:15][CH:16]([O:22]CC)[C:17](OCC)=O)C. (4) The reactants are: [I-].[C:2]([O:6][C:7]([NH:9][C@H:10]([C:16]([NH:18][C@H:19]1[CH2:24][CH2:23][C@H:22]([O:25][C:26]2[CH:31]=[C:30]([N:32]3[C:36]4[CH:37]=[CH:38][CH:39]=[CH:40][C:35]=4[N:34]=[C:33]3[CH:41]([F:43])[F:42])[N:29]=[C:28]([N:44]3[CH2:49][CH2:48][O:47][CH2:46][CH2:45]3)[N:27]=2)[CH2:21][CH2:20]1)=[O:17])[CH2:11][CH2:12][S+](C)C)=[O:8])([CH3:5])([CH3:4])[CH3:3].[Cl-].[NH4+]. Given the product [C:2]([O:6][C:7](=[O:8])[NH:9][C@H:10]1[CH2:11][CH2:12][N:18]([C@H:19]2[CH2:24][CH2:23][C@H:22]([O:25][C:26]3[CH:31]=[C:30]([N:32]4[C:36]5[CH:37]=[CH:38][CH:39]=[CH:40][C:35]=5[N:34]=[C:33]4[CH:41]([F:43])[F:42])[N:29]=[C:28]([N:44]4[CH2:49][CH2:48][O:47][CH2:46][CH2:45]4)[N:27]=3)[CH2:21][CH2:20]2)[C:16]1=[O:17])([CH3:5])([CH3:4])[CH3:3], predict the reactants needed to synthesize it. (5) Given the product [CH3:17][S:18]([O:9][CH:7]([CH:1]1[CH2:6][CH2:5][CH2:4][CH2:3][CH2:2]1)[CH3:8])(=[O:20])=[O:19], predict the reactants needed to synthesize it. The reactants are: [CH:1]1([CH:7]([OH:9])[CH3:8])[CH2:6][CH2:5][CH2:4][CH2:3][CH2:2]1.C(N(CC)CC)C.[CH3:17][S:18](Cl)(=[O:20])=[O:19].